Task: Predict the reactants needed to synthesize the given product.. Dataset: Full USPTO retrosynthesis dataset with 1.9M reactions from patents (1976-2016) (1) Given the product [C:60]([O:59][C:57]([N:53]1[C:54]2[C:50](=[CH:49][C:48]([C:15]3[C:14]([N:3]4[CH2:4][CH2:5][N:6]([C:8]5[CH:13]=[CH:12][CH:11]=[CH:10][N:9]=5)[CH2:7][C@@H:2]4[CH3:1])=[N:23][C:22]4[C:17](=[CH:18][CH:19]=[C:20]([C:24]([O:26][CH3:27])=[O:25])[CH:21]=4)[N:16]=3)=[CH:56][CH:55]=2)[CH:51]=[N:52]1)=[O:58])([CH3:63])([CH3:61])[CH3:62], predict the reactants needed to synthesize it. The reactants are: [CH3:1][C@H:2]1[CH2:7][N:6]([C:8]2[CH:13]=[CH:12][CH:11]=[CH:10][N:9]=2)[CH2:5][CH2:4][N:3]1[C:14]1[C:15](OS(C(F)(F)F)(=O)=O)=[N:16][C:17]2[C:22]([N:23]=1)=[CH:21][C:20]([C:24]([O:26][CH3:27])=[O:25])=[CH:19][CH:18]=2.C(=O)([O-])[O-].[Na+].[Na+].CC1(C)OB([C:48]2[CH:49]=[C:50]3[C:54](=[CH:55][CH:56]=2)[N:53]([C:57]([O:59][C:60]([CH3:63])([CH3:62])[CH3:61])=[O:58])[N:52]=[CH:51]3)OC1(C)C. (2) Given the product [C:10](/[C:18](=[CH:7]/[C:6]1[CH:5]=[N:4][CH:3]=[C:2]([CH3:1])[CH:9]=1)/[C:19]([O:21][CH2:22][CH3:23])=[O:20])(=[O:17])[C:11]1[CH:16]=[CH:15][CH:14]=[CH:13][CH:12]=1, predict the reactants needed to synthesize it. The reactants are: [CH3:1][C:2]1[CH:3]=[N:4][CH:5]=[C:6]([CH:9]=1)[CH:7]=O.[C:10]([CH2:18][C:19]([O:21][CH2:22][CH3:23])=[O:20])(=[O:17])[C:11]1[CH:16]=[CH:15][CH:14]=[CH:13][CH:12]=1.CC(O)=O.N1CCCCC1. (3) Given the product [Cl:26][C:27]1[CH:32]=[CH:31][C:30]([CH2:33][N:3]2[CH2:8][CH2:7][CH:6](/[CH:9]=[C:10]3/[C:11]([NH:16][CH2:17][C:18]#[CH:19])=[N:12][C:13](=[O:15])[S:14]/3)[CH2:5][CH2:4]2)=[CH:29][CH:28]=1, predict the reactants needed to synthesize it. The reactants are: Cl.Cl.[NH:3]1[CH2:8][CH2:7][CH:6](/[CH:9]=[C:10]2/[C:11]([NH:16][CH2:17][C:18]#[CH:19])=[N:12][C:13](=[O:15])[S:14]/2)[CH2:5][CH2:4]1.C(=O)([O-])[O-].[K+].[K+].[Cl:26][C:27]1[CH:32]=[CH:31][C:30]([CH2:33]Cl)=[CH:29][CH:28]=1.O. (4) Given the product [CH2:60]([O:59][C@H:58]([CH3:57])[CH2:37][O:36][CH2:34][C:31]1[CH:32]=[CH:33][C:28]([C@@H:13]2[C@@H:12]([O:38][CH2:39][C:40]3[CH:41]=[CH:42][C:43]4[O:48][CH2:47][CH2:46][N:45]([CH2:50][CH2:51][CH2:52][O:53][CH3:54])[C:44]=4[CH:55]=3)[CH2:11][NH:10][CH2:15][C@H:14]2[CH2:16][OH:17])=[CH:29][CH:30]=1)[CH3:56], predict the reactants needed to synthesize it. The reactants are: [OH-].[Na+].C(OC([N:10]1[CH2:15][C@@H:14]([CH2:16][O:17][Si](C(C)C)(C(C)C)C(C)C)[C@H:13]([C:28]2[CH:33]=[CH:32][C:31]([C:34]([O:36][CH3:37])=O)=[CH:30][CH:29]=2)[C@@H:12]([O:38][CH2:39][C:40]2[CH:41]=[CH:42][C:43]3[O:48][CH2:47][C:46](=O)[N:45]([CH2:50][CH2:51][CH2:52][O:53][CH3:54])[C:44]=3[CH:55]=2)[CH2:11]1)=O)(C)(C)C.[CH2:56]1[CH2:60][O:59][CH2:58][CH2:57]1.